Dataset: Peptide-MHC class I binding affinity with 185,985 pairs from IEDB/IMGT. Task: Regression. Given a peptide amino acid sequence and an MHC pseudo amino acid sequence, predict their binding affinity value. This is MHC class I binding data. The peptide sequence is CPGYRWMCLR. The MHC is Patr-A0301 with pseudo-sequence Patr-A0301. The binding affinity (normalized) is 0.0162.